From a dataset of Forward reaction prediction with 1.9M reactions from USPTO patents (1976-2016). Predict the product of the given reaction. (1) Given the reactants [CH2:1]([O:3][C:4]([C:6]1[CH:11]=[CH:10][C:9]([C:12]2[CH:17]=[C:16]([NH2:18])[CH:15]=[CH:14][C:13]=2[Cl:19])=[CH:8][CH:7]=1)=[O:5])[CH3:2].[C:20]([N:27]1[CH2:32][CH2:31][CH2:30][CH2:29][C@@H:28]1[C:33](O)=[O:34])([O:22][C:23]([CH3:26])([CH3:25])[CH3:24])=[O:21].CN(C(ON1N=NC2C=CC=CC1=2)=[N+](C)C)C.F[P-](F)(F)(F)(F)F.CN1CCOCC1, predict the reaction product. The product is: [C:23]([O:22][C:20]([N:27]1[CH2:32][CH2:31][CH2:30][CH2:29][C@@H:28]1[C:33](=[O:34])[NH:18][C:16]1[CH:17]=[C:12]([C:9]2[CH:10]=[CH:11][C:6]([C:4]([O:3][CH2:1][CH3:2])=[O:5])=[CH:7][CH:8]=2)[C:13]([Cl:19])=[CH:14][CH:15]=1)=[O:21])([CH3:26])([CH3:25])[CH3:24]. (2) Given the reactants C(OC([N:8]1[C:16]2[C:11](=[C:12]([NH:24][C:25]3[CH:30]=[CH:29][C:28]([I:31])=[CH:27][C:26]=3[F:32])[C:13]([NH:17][S:18]([CH:21]3[CH2:23][CH2:22]3)(=[O:20])=[O:19])=[CH:14][CH:15]=2)[CH:10]=[N:9]1)=O)(C)(C)C.C(O)(C(F)(F)F)=O, predict the reaction product. The product is: [F:32][C:26]1[CH:27]=[C:28]([I:31])[CH:29]=[CH:30][C:25]=1[NH:24][C:12]1[C:13]([NH:17][S:18]([CH:21]2[CH2:23][CH2:22]2)(=[O:20])=[O:19])=[CH:14][CH:15]=[C:16]2[C:11]=1[CH:10]=[N:9][NH:8]2. (3) Given the reactants Br[C:2](Br)=[CH:3][C:4]1[C:12]([CH3:13])=[CH:11][C:10]([CH:14]=[CH2:15])=[C:9]2[C:5]=1[CH:6]=[CH:7][N:8]2[S:16]([C:19]1[CH:25]=[CH:24][C:22]([CH3:23])=[CH:21][CH:20]=1)(=[O:18])=[O:17].[NH2:27][C:28]1[CH:29]=[C:30]([CH:33]=[CH:34][C:35]=1[NH2:36])[C:31]#[N:32].C1N2CCN(CC2)C1, predict the reaction product. The product is: [CH3:13][C:12]1[C:4]([CH2:3][C:2]2[NH:36][C:35]3[CH:34]=[CH:33][C:30]([C:31]#[N:32])=[CH:29][C:28]=3[N:27]=2)=[C:5]2[C:9](=[C:10]([CH:14]=[CH2:15])[CH:11]=1)[N:8]([S:16]([C:19]1[CH:20]=[CH:21][C:22]([CH3:23])=[CH:24][CH:25]=1)(=[O:17])=[O:18])[CH:7]=[CH:6]2. (4) The product is: [Br:1][C:2]1[C:3]([Cl:12])=[C:4]([CH:8]=[C:9]([Br:11])[CH:10]=1)[C:5]([O:7][CH3:15])=[O:6]. Given the reactants [Br:1][C:2]1[C:3]([Cl:12])=[C:4]([CH:8]=[C:9]([Br:11])[CH:10]=1)[C:5]([OH:7])=[O:6].[N+](=[CH2:15])=[N-], predict the reaction product. (5) Given the reactants [C:1]([N:4]1[C:8]([CH:9]([CH3:11])[CH3:10])=[C:7]([CH2:12][C:13]2[CH:18]=[CH:17][CH:16]=[CH:15][CH:14]=2)[C:6](=[O:19])[NH:5]1)(=[O:3])[CH3:2].C(=O)([O-])[O-].[K+].[K+].[C:26]([O:32][C@@H:33]1[C@@H:38]([O:39][C:40](=[O:45])[C:41]([CH3:44])([CH3:43])[CH3:42])[C@H:37]([O:46][C:47](=[O:52])[C:48]([CH3:51])([CH3:50])[CH3:49])[C@@H:36]([CH2:53][O:54][C:55](=[O:60])[C:56]([CH3:59])([CH3:58])[CH3:57])[O:35][C@@H:34]1Br)(=[O:31])[C:27]([CH3:30])([CH3:29])[CH3:28], predict the reaction product. The product is: [C:1]([N:4]1[C:8]([CH:9]([CH3:11])[CH3:10])=[C:7]([CH2:12][C:13]2[CH:14]=[CH:15][CH:16]=[CH:17][CH:18]=2)[C:6]([O:19][C@@H:34]2[O:35][C@H:36]([CH2:53][O:54][C:55](=[O:60])[C:56]([CH3:59])([CH3:58])[CH3:57])[C@@H:37]([O:46][C:47](=[O:52])[C:48]([CH3:49])([CH3:50])[CH3:51])[C@H:38]([O:39][C:40](=[O:45])[C:41]([CH3:42])([CH3:43])[CH3:44])[C@H:33]2[O:32][C:26](=[O:31])[C:27]([CH3:30])([CH3:28])[CH3:29])=[N:5]1)(=[O:3])[CH3:2]. (6) Given the reactants [Br:1][C:2]1[CH:3]=[C:4]([NH2:9])[C:5]([NH2:8])=[CH:6][CH:7]=1.[CH:10](=O)[C:11]1[CH:16]=[CH:15][CH:14]=[CH:13][CH:12]=1.CC1C=CC(S(O)(=O)=O)=CC=1, predict the reaction product. The product is: [Br:1][C:2]1[CH:7]=[CH:6][C:5]2[N:8]=[C:10]([C:11]3[CH:16]=[CH:15][CH:14]=[CH:13][CH:12]=3)[NH:9][C:4]=2[CH:3]=1.